This data is from Full USPTO retrosynthesis dataset with 1.9M reactions from patents (1976-2016). The task is: Predict the reactants needed to synthesize the given product. (1) The reactants are: [Cl:1][C:2]1[CH:7]=[CH:6][C:5]([C:8]2[C:9]([C:14]([OH:16])=O)=[N:10][CH:11]=[CH:12][N:13]=2)=[CH:4][CH:3]=1.Cl.[CH3:18][NH:19][O:20][CH3:21]. Given the product [Cl:1][C:2]1[CH:3]=[CH:4][C:5]([C:8]2[C:9]([C:14]([N:19]([O:20][CH3:21])[CH3:18])=[O:16])=[N:10][CH:11]=[CH:12][N:13]=2)=[CH:6][CH:7]=1, predict the reactants needed to synthesize it. (2) The reactants are: [CH2:1]([O:3][C:4]([C:6]1[NH:7][C:8]2[C:13]([CH:14]=1)=[CH:12][C:11]([N+:15]([O-:17])=[O:16])=[CH:10][CH:9]=2)=[O:5])[CH3:2].[H-].[Na+].[CH3:20]I. Given the product [CH2:1]([O:3][C:4]([C:6]1[NH:7][C:8]2[C:13]([C:14]=1[CH3:20])=[CH:12][C:11]([N+:15]([O-:17])=[O:16])=[CH:10][CH:9]=2)=[O:5])[CH3:2], predict the reactants needed to synthesize it. (3) Given the product [NH2:5][C@@H:9]1[CH2:13][CH2:12][N:11]([C:14]2[N:19]3[CH:20]=[C:21]([CH2:23][N:24]([CH3:35])[C@@H:25]4[C:34]5[N:33]=[CH:32][CH:31]=[CH:30][C:29]=5[CH2:28][CH2:27][CH2:26]4)[N:22]=[C:18]3[CH:17]=[CH:16][CH:15]=2)[CH2:10]1, predict the reactants needed to synthesize it. The reactants are: CC([N:5]([C@@H:9]1[CH2:13][CH2:12][N:11]([C:14]2[N:19]3[CH:20]=[C:21]([CH2:23][N:24]([CH3:35])[C@@H:25]4[C:34]5[N:33]=[CH:32][CH:31]=[CH:30][C:29]=5[CH2:28][CH2:27][CH2:26]4)[N:22]=[C:18]3[CH:17]=[CH:16][CH:15]=2)[CH2:10]1)C(=O)[O-])(C)C.FC(F)(F)C(O)=O. (4) Given the product [CH2:1]([C:8]1[CH:35]=[CH:34][CH:33]=[CH:32][C:9]=1[O:10][CH2:11][CH2:12][CH2:13][N:14]([CH2:37][C:38]#[N:39])[CH:15]([C:24]1[CH:25]=[CH:26][C:27]([O:30][CH3:31])=[CH:28][CH:29]=1)[C:16]1[CH:21]=[CH:20][C:19]([O:22][CH3:23])=[CH:18][CH:17]=1)[C:2]1[CH:3]=[CH:4][CH:5]=[CH:6][CH:7]=1, predict the reactants needed to synthesize it. The reactants are: [CH2:1]([C:8]1[CH:35]=[CH:34][CH:33]=[CH:32][C:9]=1[O:10][CH2:11][CH2:12][CH2:13][NH:14][CH:15]([C:24]1[CH:29]=[CH:28][C:27]([O:30][CH3:31])=[CH:26][CH:25]=1)[C:16]1[CH:21]=[CH:20][C:19]([O:22][CH3:23])=[CH:18][CH:17]=1)[C:2]1[CH:7]=[CH:6][CH:5]=[CH:4][CH:3]=1.Br[CH2:37][C:38]#[N:39]. (5) Given the product [CH3:27][CH:26]([N:29]1[C:5]([C:7]2[C:12](=[O:13])[CH:11]=[CH:10][N:9]([C:14]3[CH:19]=[CH:18][CH:17]=[C:16]([C:20]([F:23])([F:22])[F:21])[CH:15]=3)[N:8]=2)=[CH:4][CH:3]=[N:2]1)[CH3:28], predict the reactants needed to synthesize it. The reactants are: C[N:2](C)[CH:3]=[CH:4][C:5]([C:7]1[C:12](=[O:13])[CH:11]=[CH:10][N:9]([C:14]2[CH:19]=[CH:18][CH:17]=[C:16]([C:20]([F:23])([F:22])[F:21])[CH:15]=2)[N:8]=1)=O.Cl.[CH:26]([NH:29]N)([CH3:28])[CH3:27].CCN(CC)CC. (6) Given the product [C:1]([C:3]1[CH:4]=[C:5]([CH2:15][O:16][C:17]2[CH:18]=[C:19]3[C:23](=[CH:24][CH:25]=2)[N:22]([C:26](=[O:34])[CH2:27][N:28]([CH2:29][CH2:30][C:31]([OH:33])=[O:32])[CH3:35])[CH2:21][CH2:20]3)[CH:6]=[CH:7][C:8]=1[CH:9]1[CH2:14][CH2:13][CH2:12][CH2:11][CH2:10]1)#[N:2], predict the reactants needed to synthesize it. The reactants are: [C:1]([C:3]1[CH:4]=[C:5]([CH2:15][O:16][C:17]2[CH:18]=[C:19]3[C:23](=[CH:24][CH:25]=2)[N:22]([C:26](=[O:34])[CH2:27][NH:28][CH2:29][CH2:30][C:31]([OH:33])=[O:32])[CH2:21][CH2:20]3)[CH:6]=[CH:7][C:8]=1[CH:9]1[CH2:14][CH2:13][CH2:12][CH2:11][CH2:10]1)#[N:2].[C:35]([BH3-])#N.[Na+].O.C(=O)([O-])O.[Na+].